This data is from TCR-epitope binding with 47,182 pairs between 192 epitopes and 23,139 TCRs. The task is: Binary Classification. Given a T-cell receptor sequence (or CDR3 region) and an epitope sequence, predict whether binding occurs between them. (1) The epitope is FPPTSFGPL. The TCR CDR3 sequence is CASSQGLANYGYTF. Result: 1 (the TCR binds to the epitope). (2) The epitope is CINGVCWTV. The TCR CDR3 sequence is CSATRSSGEPEQFF. Result: 1 (the TCR binds to the epitope). (3) The TCR CDR3 sequence is CASMVPGGADSYEQYF. The epitope is TPINLVRDL. Result: 0 (the TCR does not bind to the epitope). (4) The epitope is TEILPVSMTK. The TCR CDR3 sequence is CASSSGTDLINEQFF. Result: 0 (the TCR does not bind to the epitope). (5) The epitope is FIAGLIAIV. The TCR CDR3 sequence is CASSLVSVLASTGELFF. Result: 1 (the TCR binds to the epitope). (6) The epitope is TPGPGVRYPL. The TCR CDR3 sequence is CAINEGLNQPQHF. Result: 0 (the TCR does not bind to the epitope). (7) The epitope is GTSGSPIINR. The TCR CDR3 sequence is CASSGGTYYEQYF. Result: 0 (the TCR does not bind to the epitope). (8) The epitope is RQLLFVVEV. The TCR CDR3 sequence is CASSYPGQYGDTEAFF. Result: 1 (the TCR binds to the epitope).